From a dataset of Forward reaction prediction with 1.9M reactions from USPTO patents (1976-2016). Predict the product of the given reaction. (1) Given the reactants [Br:1][C:2]1[CH:9]=[CH:8][CH:7]=[C:6](F)[C:3]=1[CH:4]=O.[CH3:11][NH:12][NH2:13], predict the reaction product. The product is: [Br:1][C:2]1[CH:9]=[CH:8][CH:7]=[C:6]2[C:3]=1[CH:4]=[N:13][N:12]2[CH3:11]. (2) Given the reactants C1C2C(COC([N:18]3[CH2:23][CH2:22][CH2:21][CH2:20][CH:19]3[C:24](O)=[O:25])=O)C3C(=CC=CC=3)C=2C=CC=1.[NH2:27][CH:28]([CH2:32][C:33]1[CH:42]=[CH:41][C:40]2[C:35](=[CH:36][CH:37]=[CH:38][CH:39]=2)[CH:34]=1)[C:29]([NH2:31])=[O:30], predict the reaction product. The product is: [C:29]([CH:28]([NH:27][C:24]([CH:19]1[CH2:20][CH2:21][CH2:22][CH2:23][NH:18]1)=[O:25])[CH2:32][C:33]1[CH:42]=[CH:41][C:40]2[C:35](=[CH:36][CH:37]=[CH:38][CH:39]=2)[CH:34]=1)(=[O:30])[NH2:31]. (3) Given the reactants [C:1]([N:4]1[C:13]2[C:8](=[N:9][C:10]([O:14][CH3:15])=[CH:11][CH:12]=2)[C@H:7]([NH:16]C(=O)OCC2C=CC=CC=2)[C@@H:6]([CH3:27])[C@@H:5]1[CH:28]1[CH2:30][CH2:29]1)(=[O:3])[CH3:2], predict the reaction product. The product is: [NH2:16][C@H:7]1[C:8]2[C:13](=[CH:12][CH:11]=[C:10]([O:14][CH3:15])[N:9]=2)[N:4]([C:1](=[O:3])[CH3:2])[C@@H:5]([CH:28]2[CH2:30][CH2:29]2)[C@@H:6]1[CH3:27]. (4) Given the reactants [N+:1]([C:4]1[CH:9]=[CH:8][C:7]([N:10]2[C:22](=[O:23])[C:13]3[N:14]=[N:15][C:16]4[CH:17]=[CH:18][CH:19]=[CH:20][C:21]=4[C:12]=3[NH:11]2)=[CH:6][CH:5]=1)([O-])=O.[Cl-].[NH4+].C(=O)([O-])[O-].[K+].[K+], predict the reaction product. The product is: [NH2:1][C:4]1[CH:5]=[CH:6][C:7]([N:10]2[C:22](=[O:23])[C:13]3[N:14]=[N:15][C:16]4[CH:17]=[CH:18][CH:19]=[CH:20][C:21]=4[C:12]=3[NH:11]2)=[CH:8][CH:9]=1.